Task: Predict the reactants needed to synthesize the given product.. Dataset: Full USPTO retrosynthesis dataset with 1.9M reactions from patents (1976-2016) (1) Given the product [CH3:20][C:19]1[C:14]([C:2]2[CH:7]=[N:6][NH:5][C:4](=[O:8])[CH:3]=2)=[N:15][CH:16]=[CH:17][CH:18]=1, predict the reactants needed to synthesize it. The reactants are: Cl[C:2]1[CH:7]=[N:6][NH:5][C:4](=[O:8])[CH:3]=1.C([Sn](CCCC)(CCCC)[C:14]1[C:19]([CH3:20])=[CH:18][CH:17]=[CH:16][N:15]=1)CCC.[Cl-].[Li+].C(OCC)(=O)C.O. (2) The reactants are: [Cl:1][C:2]1[CH:7]=[CH:6][C:5]([C:8]2[C:13]([C:14]([OH:16])=[O:15])=[CH:12][N:11]=[CH:10][CH:9]=2)=[C:4](F)[CH:3]=1.C([O-])([O-])=O.[Cs+].[Cs+]. Given the product [Cl:1][C:2]1[CH:7]=[CH:6][C:5]2[C:8]3[C:13](=[CH:12][N:11]=[CH:10][CH:9]=3)[C:14](=[O:16])[O:15][C:4]=2[CH:3]=1, predict the reactants needed to synthesize it. (3) Given the product [C:1]([C:5]1[O:9][N:8]=[C:7]([NH:10][C:11]([NH:13][C:14]2[CH:19]=[CH:18][C:17]([O:20][C:21]3[CH:22]=[CH:23][C:24]([O:27][C:35](=[O:37])[CH3:36])=[CH:25][CH:26]=3)=[CH:16][CH:15]=2)=[O:12])[CH:6]=1)([CH3:4])([CH3:2])[CH3:3], predict the reactants needed to synthesize it. The reactants are: [C:1]([C:5]1[O:9][N:8]=[C:7]([NH:10][C:11]([NH:13][C:14]2[CH:19]=[CH:18][C:17]([O:20][C:21]3[CH:26]=[CH:25][C:24]([OH:27])=[CH:23][CH:22]=3)=[CH:16][CH:15]=2)=[O:12])[CH:6]=1)([CH3:4])([CH3:3])[CH3:2].CCN(CC)CC.[C:35](OC(=O)C)(=[O:37])[CH3:36].CCOC(C)=O. (4) Given the product [F:1][C:2]1[C:3]([CH3:28])=[CH:4][C:5]2[N:9]=[C:8]([C:35]([OH:36])([CH3:37])[CH3:34])[N:7]([CH:10]3[CH2:11][CH2:12][N:13]([CH2:16][CH:17]4[CH2:25][C:24]5[C:19](=[CH:20][CH:21]=[C:22]([F:26])[CH:23]=5)[CH2:18]4)[CH2:14][CH2:15]3)[C:6]=2[CH:27]=1, predict the reactants needed to synthesize it. The reactants are: [F:1][C:2]1[C:3]([CH3:28])=[CH:4][C:5]2[N:9]=[CH:8][N:7]([CH:10]3[CH2:15][CH2:14][N:13]([CH2:16][CH:17]4[CH2:25][C:24]5[C:19](=[CH:20][CH:21]=[C:22]([F:26])[CH:23]=5)[CH2:18]4)[CH2:12][CH2:11]3)[C:6]=2[CH:27]=1.[Li]C(C)(C)C.[CH3:34][C:35]([CH3:37])=[O:36]. (5) Given the product [NH2:7][CH:8]1[CH2:13][CH2:12][N:11]([C:14]2[N:15]([CH2:30][CH3:31])[C:16](=[O:29])[CH:17]=[C:18]([C:20]3[CH:25]=[CH:24][C:23]([C:26]#[N:27])=[C:22]([F:28])[CH:21]=3)[N:19]=2)[CH2:10][CH2:9]1, predict the reactants needed to synthesize it. The reactants are: C(OC(=O)[NH:7][CH:8]1[CH2:13][CH2:12][N:11]([C:14]2[N:15]([CH2:30][CH3:31])[C:16](=[O:29])[CH:17]=[C:18]([C:20]3[CH:25]=[CH:24][C:23]([C:26]#[N:27])=[C:22]([F:28])[CH:21]=3)[N:19]=2)[CH2:10][CH2:9]1)(C)(C)C.Cl. (6) The reactants are: [NH2:1][C:2]1[N:6]([C:7]2[CH:12]=[CH:11][CH:10]=[CH:9][CH:8]=2)[N:5]=[C:4]([C:13]([O:15][CH2:16][CH3:17])=[O:14])[CH:3]=1.I[C:19]1[CH:24]=[CH:23][CH:22]=[CH:21][CH:20]=1.C(=O)([O-])[O-].[Cs+].[Cs+].C1(P(C2C=CC=CC=2)C2C3OC4C(=CC=CC=4P(C4C=CC=CC=4)C4C=CC=CC=4)C(C)(C)C=3C=CC=2)C=CC=CC=1. Given the product [C:7]1([N:6]2[C:2]([NH:1][C:19]3[CH:24]=[CH:23][CH:22]=[CH:21][CH:20]=3)=[CH:3][C:4]([C:13]([O:15][CH2:16][CH3:17])=[O:14])=[N:5]2)[CH:12]=[CH:11][CH:10]=[CH:9][CH:8]=1, predict the reactants needed to synthesize it. (7) Given the product [NH2:34][C:31]1[N:32]=[CH:33][C:28]([C:14]2[CH:15]=[CH:16][C:17]([C:2]3[C:3]([O:8][CH2:9][CH2:10][OH:11])=[N:4][CH:5]=[CH:6][CH:7]=3)=[CH:18][C:13]=2[F:12])=[CH:29][N:30]=1, predict the reactants needed to synthesize it. The reactants are: Br[C:2]1[C:3]([O:8][CH2:9][CH2:10][OH:11])=[N:4][CH:5]=[CH:6][CH:7]=1.[F:12][C:13]1[CH:18]=[C:17](B2OC(C)(C)C(C)(C)O2)[CH:16]=[CH:15][C:14]=1[C:28]1[CH:29]=[N:30][C:31]([NH2:34])=[N:32][CH:33]=1.